From a dataset of Reaction yield outcomes from USPTO patents with 853,638 reactions. Predict the reaction yield, written as a fraction of the theoretical maximum amount of product (1.0 means a 100% yield; for example, 0.34 means a 34% yield). (1) The reactants are [C:1]([NH:4][CH2:5][CH2:6][CH:7]1[C:15]2[C:10](=[CH:11][CH:12]=[C:13]([NH:17][C:18](=[O:27])[CH2:19][CH2:20][C:21]3[CH:26]=[CH:25][CH:24]=[CH:23][CH:22]=3)[C:14]=2O)[CH2:9][CH2:8]1)(=[O:3])[CH3:2].C1(C)C=CC(S([O-])(=O)=O)=CC=1.[NH+]1C=CC=CC=1. The catalyst is C1(C)C(C)=CC=CC=1. The product is [C:21]1([CH2:20][CH2:19][C:18]2[O:27][C:14]3[C:15]4[CH:7]([CH2:6][CH2:5][NH:4][C:1](=[O:3])[CH3:2])[CH2:8][CH2:9][C:10]=4[CH:11]=[CH:12][C:13]=3[N:17]=2)[CH:26]=[CH:25][CH:24]=[CH:23][CH:22]=1. The yield is 0.290. (2) The reactants are [C:1]1([C:7]2[C:16]3[C:11](=[C:12]([C:17]([F:20])([F:19])[F:18])[CH:13]=[CH:14][CH:15]=3)[N:10]=[CH:9][C:8]=2[C:21]([OH:23])=O)[CH:6]=[CH:5][CH:4]=[CH:3][CH:2]=1.[NH2:24][C:25]1[CH:30]=[CH:29][C:28]([CH3:31])=[CH:27][CH:26]=1.CCN=C=NCCCN(C)C.Cl.Cl. The catalyst is CN(C1C=CN=CC=1)C.ClCCCl. The product is [CH3:31][C:28]1[CH:29]=[CH:30][C:25]([NH:24][C:21]([C:8]2[CH:9]=[N:10][C:11]3[C:16]([C:7]=2[C:1]2[CH:2]=[CH:3][CH:4]=[CH:5][CH:6]=2)=[CH:15][CH:14]=[CH:13][C:12]=3[C:17]([F:18])([F:19])[F:20])=[O:23])=[CH:26][CH:27]=1. The yield is 0.560. (3) The reactants are C(Cl)(Cl)Cl.[CH3:5][O:6][C:7]1[CH:12]=[CH:11][C:10]([CH:13]2[C:17]([OH:18])=[C:16]([C:19]([CH3:21])=[O:20])[CH2:15][S:14]2)=[CH:9][CH:8]=1.S(Cl)(Cl)(=O)=O. The catalyst is O. The product is [CH3:5][O:6][C:7]1[CH:8]=[CH:9][C:10]([C:13]2[S:14][CH:15]=[C:16]([C:19]([CH3:21])=[O:20])[C:17]=2[OH:18])=[CH:11][CH:12]=1. The yield is 0.730. (4) The reactants are C(O)C.C([O:11][C:12](=[O:29])[C:13]1[CH:18]=[C:17]([C:19]#[N:20])[CH:16]=[CH:15][C:14]=1[O:21]CC1C=CC=CC=1)C1C=CC=CC=1. The catalyst is [Pd].O1CCCC1. The product is [C:19]([C:17]1[CH:18]=[C:13]([C:12]([OH:29])=[O:11])[C:14]([OH:21])=[CH:15][CH:16]=1)#[N:20]. The yield is 1.00. (5) The reactants are [Si:1]([O:8][CH2:9][C@H:10]1[O:14][C@@H:13]([N:15]2[CH:22]=[C:21]([C:23]#[C:24][CH2:25][NH:26][C:27](=[O:32])[C:28]([F:31])([F:30])[F:29])[C:19]([NH2:20])=[N:18][C:16]2=[O:17])[CH2:12][C@@H:11]1[OH:33])([C:4]([CH3:7])([CH3:6])[CH3:5])([CH3:3])[CH3:2].Cl[Si](C)(C)C.[C:39](Cl)(=[O:46])[C:40]1[CH:45]=[CH:44][CH:43]=[CH:42][CH:41]=1.C([O-])(O)=O.[Na+]. The catalyst is N1C=CC=CC=1.C(Cl)Cl. The product is [C:39]([NH:20][C:19]1[C:21]([C:23]#[C:24][CH2:25][NH:26][C:27](=[O:32])[C:28]([F:30])([F:31])[F:29])=[CH:22][N:15]([C@@H:13]2[O:14][C@H:10]([CH2:9][O:8][Si:1]([C:4]([CH3:7])([CH3:5])[CH3:6])([CH3:3])[CH3:2])[C@@H:11]([OH:33])[CH2:12]2)[C:16](=[O:17])[N:18]=1)(=[O:46])[C:40]1[CH:45]=[CH:44][CH:43]=[CH:42][CH:41]=1. The yield is 0.740. (6) The reactants are I[C:2]1[C:10]2[C:5](=[CH:6][C:7]([N+:11]([O-:13])=[O:12])=[CH:8][CH:9]=2)[N:4]([CH2:14][O:15][CH2:16][CH2:17][Si:18]([CH3:21])([CH3:20])[CH3:19])[N:3]=1.[CH3:22][C:23]1(C)C(C)(C)OB(C=C)O1.C(=O)([O-])[O-].[Na+].[Na+]. The catalyst is O1CCOCC1.O.[Pd](Cl)Cl.C1(P(C2C=CC=CC=2)[C-]2C=CC=C2)C=CC=CC=1.[C-]1(P(C2C=CC=CC=2)C2C=CC=CC=2)C=CC=C1.[Fe+2]. The product is [N+:11]([C:7]1[CH:6]=[C:5]2[C:10]([C:2]([CH:22]=[CH2:23])=[N:3][N:4]2[CH2:14][O:15][CH2:16][CH2:17][Si:18]([CH3:21])([CH3:20])[CH3:19])=[CH:9][CH:8]=1)([O-:13])=[O:12]. The yield is 0.728. (7) The reactants are [C:1]12([NH:6][C:7]([C:9]3[CH:14]=[C:13]([N:15]4[CH2:20][CH2:19][CH:18]([C:21]5[C:29]6[C:24](=[N:25][CH:26]=[CH:27][N:28]=6)[NH:23][CH:22]=5)[CH2:17][CH2:16]4)[N:12]=[C:11](Cl)[N:10]=3)=[O:8])[CH2:5][CH:3]([CH2:4]1)[CH2:2]2.[OH:31][CH2:32][C@H:33]1[CH2:35][C@H:34]1[C:36]#[N:37].[O-]P([O-])([O-])=O.[K+].[K+].[K+]. The catalyst is O1CCOCC1. The product is [C:1]12([NH:6][C:7]([C:9]3[CH:14]=[C:13]([N:15]4[CH2:20][CH2:19][CH:18]([C:21]5[C:29]6[C:24](=[N:25][CH:26]=[CH:27][N:28]=6)[NH:23][CH:22]=5)[CH2:17][CH2:16]4)[N:12]=[C:11]([O:31][CH2:32][C@H:33]4[CH2:35][C@H:34]4[C:36]#[N:37])[N:10]=3)=[O:8])[CH2:5][CH:3]([CH2:4]1)[CH2:2]2. The yield is 0.384. (8) The reactants are [C:1]1([C:7]([C:9]2[CH:14]=[C:13]([CH3:15])[CH:12]=[CH:11][C:10]=2[NH2:16])=O)[CH:6]=[CH:5][CH:4]=[CH:3][CH:2]=1.[N:17]([O-])=O.[Na+].Cl[Sn]Cl. The catalyst is Cl.O. The product is [CH3:15][C:13]1[CH:14]=[C:9]2[C:10](=[CH:11][CH:12]=1)[NH:16][N:17]=[C:7]2[C:1]1[CH:6]=[CH:5][CH:4]=[CH:3][CH:2]=1. The yield is 0.800.